From a dataset of Forward reaction prediction with 1.9M reactions from USPTO patents (1976-2016). Predict the product of the given reaction. (1) Given the reactants [C:9](O[C:9]([O:11][C:12]([CH3:15])([CH3:14])[CH3:13])=[O:10])([O:11][C:12]([CH3:15])([CH3:14])[CH3:13])=[O:10].[Br:16][C:17]1[C:18]([CH3:27])=[C:19]([CH2:23][NH:24][CH2:25][CH3:26])[CH:20]=[N:21][CH:22]=1.[OH-].[Na+], predict the reaction product. The product is: [C:12]([O:11][C:9](=[O:10])[N:24]([CH2:23][C:19]1[CH:20]=[N:21][CH:22]=[C:17]([Br:16])[C:18]=1[CH3:27])[CH2:25][CH3:26])([CH3:13])([CH3:14])[CH3:15]. (2) Given the reactants [CH2:1]([N:8]1[CH2:14][CH:13]2[C:15]([C:17]3[CH:18]=[C:19]([CH:22]=[CH:23][CH:24]=3)[C:20]#[N:21])([OH:16])[CH:10]([CH2:11][CH2:12]2)[CH2:9]1)[C:2]1[CH:7]=[CH:6][CH:5]=[CH:4][CH:3]=1.C(=O)([O-])[O-:26].[K+].[K+].OO, predict the reaction product. The product is: [CH2:1]([N:8]1[CH2:9][CH:10]2[C:15]([C:17]3[CH:18]=[C:19]([CH:22]=[CH:23][CH:24]=3)[C:20]([NH2:21])=[O:26])([OH:16])[CH:13]([CH2:12][CH2:11]2)[CH2:14]1)[C:2]1[CH:3]=[CH:4][CH:5]=[CH:6][CH:7]=1. (3) Given the reactants [S:1]1[CH:5]=[C:4]([N:6]2[CH2:11][CH2:10][CH:9]([C:12]([OH:14])=O)[CH2:8][CH2:7]2)[C:3]2[CH:15]=[CH:16][CH:17]=[CH:18][C:2]1=2.BrC1C2C=CC=CC=2SC=1.[N:29]1[C:38]2[C:33](=[CH:34][N:35]=[CH:36][CH:37]=2)[C:32]([NH2:39])=[CH:31][CH:30]=1, predict the reaction product. The product is: [N:29]1[C:38]2[C:33](=[CH:34][N:35]=[CH:36][CH:37]=2)[C:32]([NH:39][C:12]([CH:9]2[CH2:8][CH2:7][N:6]([C:4]3[C:3]4[CH:15]=[CH:16][CH:17]=[CH:18][C:2]=4[S:1][CH:5]=3)[CH2:11][CH2:10]2)=[O:14])=[CH:31][CH:30]=1. (4) Given the reactants [OH:1][C:2]1[N:7]=[CH:6][C:5]([CH2:8][C:9]2[CH:10]=[C:11]3[C:16](=[C:17]4[CH:22]=[CH:21][CH:20]=[CH:19][C:18]=24)[N:15]=[CH:14][N:13]([C@H:23]2[CH2:28][CH2:27][O:26][CH2:25][C@@H:24]2[OH:29])[C:12]3=[O:30])=[CH:4][CH:3]=1.Cl[C:32]([F:37])([F:36])C([O-])=O.[Na+].CN(C=O)C, predict the reaction product. The product is: [F:36][CH:32]([F:37])[O:1][C:2]1[N:7]=[CH:6][C:5]([CH2:8][C:9]2[CH:10]=[C:11]3[C:16](=[C:17]4[CH:22]=[CH:21][CH:20]=[CH:19][C:18]=24)[N:15]=[CH:14][N:13]([C@H:23]2[CH2:28][CH2:27][O:26][CH2:25][C@@H:24]2[OH:29])[C:12]3=[O:30])=[CH:4][CH:3]=1. (5) Given the reactants [NH2:1][C:2]1[CH:11]=[CH:10][C:5]([C:6]([O:8][CH3:9])=[O:7])=[CH:4][CH:3]=1.[CH3:12][C:13]1([CH3:21])[CH2:19][C:18](=[O:20])[O:17][C:15](=O)[CH2:14]1.N[C:23]1C=CC(C(OCC)=O)=CC=1, predict the reaction product. The product is: [CH2:21]([C:13]1([CH3:12])[CH2:14][C:15](=[O:17])[N:1]([C:2]2[CH:3]=[CH:4][C:5]([C:6]([O:8][CH3:9])=[O:7])=[CH:10][CH:11]=2)[C:18](=[O:20])[CH2:19]1)[CH3:23]. (6) Given the reactants C([N:8]1[CH2:13][CH2:12][C:11](=O)[CH:10]([C:15]2[CH:20]=[CH:19][C:18]([F:21])=[CH:17][CH:16]=2)[CH2:9]1)C1C=CC=CC=1.[NH:22]1[CH2:27][CH2:26][O:25][CH2:24][CH2:23]1.[F:28][C:29]([F:44])([F:43])[C:30]1[CH:31]=[C:32]([CH:36]=[C:37]([C:39]([F:42])([F:41])[F:40])[CH:38]=1)[C:33](Cl)=[O:34], predict the reaction product. The product is: [F:28][C:29]([F:44])([F:43])[C:30]1[CH:31]=[C:32]([C:33]([N:8]2[CH2:13][CH2:12][C@H:11]([N:22]3[CH2:27][CH2:26][O:25][CH2:24][CH2:23]3)[C@H:10]([C:15]3[CH:16]=[CH:17][C:18]([F:21])=[CH:19][CH:20]=3)[CH2:9]2)=[O:34])[CH:36]=[C:37]([C:39]([F:42])([F:41])[F:40])[CH:38]=1. (7) Given the reactants C(=O)([O-])[O-].[K+].[K+].[CH3:7][O:8][C:9]1[CH:14]=[CH:13][C:12]([NH2:15])=[CH:11][CH:10]=1.[CH:16]1[C:25]2[C:20](=[CH:21][CH:22]=[CH:23][CH:24]=2)[CH:19]=[CH:18][C:17]=1[O:26][CH2:27][CH2:28][CH2:29][CH2:30]Cl, predict the reaction product. The product is: [CH3:7][O:8][C:9]1[CH:14]=[CH:13][C:12]([NH:15][CH2:30][CH2:29][CH2:28][CH2:27][O:26][C:17]2[CH:18]=[CH:19][C:20]3[C:25](=[CH:24][CH:23]=[CH:22][CH:21]=3)[CH:16]=2)=[CH:11][CH:10]=1. (8) Given the reactants Cl[C:2]1[CH:7]=[CH:6][N:5]=[C:4]2[NH:8][CH:9]=[C:10]([C:11]#[N:12])[C:3]=12.[CH3:13][C:14]1[CH:15]=[C:16](B(O)O)[CH:17]=[CH:18][CH:19]=1, predict the reaction product. The product is: [CH3:13][C:14]1[CH:19]=[C:18]([C:2]2[CH:7]=[CH:6][N:5]=[C:4]3[NH:8][CH:9]=[C:10]([C:11]#[N:12])[C:3]=23)[CH:17]=[CH:16][CH:15]=1. (9) The product is: [C:1]1([C@@H:7]([NH:9][C:10](=[O:46])[CH2:11][C@H:12]([OH:38])[CH2:13][C:14](=[O:37])/[CH:15]=[CH:16]/[C:17]2[C:18]([CH:34]3[CH2:35][CH2:36]3)=[N:19][C:20]3[C:25]([C:26]=2[C:27]2[CH:28]=[CH:29][C:30]([F:33])=[CH:31][CH:32]=2)=[CH:24][CH:23]=[CH:22][CH:21]=3)[CH3:8])[CH:2]=[CH:3][CH:4]=[CH:5][CH:6]=1. Given the reactants [C:1]1([C@@H:7]([NH:9][C:10](=[O:46])[CH2:11][C@H:12]([O:38][Si](C(C)(C)C)(C)C)[CH2:13][C:14](=[O:37])/[CH:15]=[CH:16]/[C:17]2[C:18]([CH:34]3[CH2:36][CH2:35]3)=[N:19][C:20]3[C:25]([C:26]=2[C:27]2[CH:32]=[CH:31][C:30]([F:33])=[CH:29][CH:28]=2)=[CH:24][CH:23]=[CH:22][CH:21]=3)[CH3:8])[CH:6]=[CH:5][CH:4]=[CH:3][CH:2]=1.C(O)C.Cl.C(=O)(O)[O-].[Na+], predict the reaction product. (10) Given the reactants C(=O)([O-])[O-].[Cs+].[Cs+].[CH3:7][CH:8]([CH3:35])[CH2:9][O:10][C:11]([C:13]1[C:18](=[O:19])[N:17]([CH2:20][C:21]2[CH:26]=[CH:25][C:24]([OH:27])=[C:23]([F:28])[C:22]=2[F:29])[N:16]2[CH2:30][CH2:31][CH2:32][C@:15]2([CH3:33])[C:14]=1[OH:34])=[O:12].Br[CH2:37][CH2:38][CH2:39][CH2:40][O:41][CH2:42][C@H:43]1[CH2:47][O:46][C:45]([CH3:49])([CH3:48])[O:44]1.P([O-])(O)(O)=O.[K+], predict the reaction product. The product is: [CH3:7][CH:8]([CH3:35])[CH2:9][O:10][C:11]([C:13]1[C:18](=[O:19])[N:17]([CH2:20][C:21]2[CH:26]=[CH:25][C:24]([O:27][CH2:37][CH2:38][CH2:39][CH2:40][O:41][CH2:42][C@H:43]3[CH2:47][O:46][C:45]([CH3:48])([CH3:49])[O:44]3)=[C:23]([F:28])[C:22]=2[F:29])[N:16]2[CH2:30][CH2:31][CH2:32][C@:15]2([CH3:33])[C:14]=1[OH:34])=[O:12].